From a dataset of NCI-60 drug combinations with 297,098 pairs across 59 cell lines. Regression. Given two drug SMILES strings and cell line genomic features, predict the synergy score measuring deviation from expected non-interaction effect. (1) Drug 1: CN(C)N=NC1=C(NC=N1)C(=O)N. Drug 2: C(CC(=O)O)C(=O)CN.Cl. Cell line: HCT-15. Synergy scores: CSS=4.14, Synergy_ZIP=-1.03, Synergy_Bliss=0.138, Synergy_Loewe=-2.15, Synergy_HSA=-1.96. (2) Drug 1: C1=C(C(=O)NC(=O)N1)F. Drug 2: C1C(C(OC1N2C=NC(=NC2=O)N)CO)O. Cell line: SK-MEL-5. Synergy scores: CSS=31.1, Synergy_ZIP=-9.67, Synergy_Bliss=-18.9, Synergy_Loewe=-19.2, Synergy_HSA=-18.7. (3) Drug 1: C(CC(=O)O)C(=O)CN.Cl. Drug 2: CS(=O)(=O)OCCCCOS(=O)(=O)C. Cell line: MALME-3M. Synergy scores: CSS=27.8, Synergy_ZIP=-1.99, Synergy_Bliss=-2.44, Synergy_Loewe=-4.38, Synergy_HSA=0.723. (4) Drug 1: C1=CC(=CC=C1C#N)C(C2=CC=C(C=C2)C#N)N3C=NC=N3. Drug 2: CC12CCC3C(C1CCC2OP(=O)(O)O)CCC4=C3C=CC(=C4)OC(=O)N(CCCl)CCCl.[Na+]. Cell line: MCF7. Synergy scores: CSS=-7.99, Synergy_ZIP=4.16, Synergy_Bliss=-1.01, Synergy_Loewe=-10.2, Synergy_HSA=-9.36.